From a dataset of Forward reaction prediction with 1.9M reactions from USPTO patents (1976-2016). Predict the product of the given reaction. (1) Given the reactants [C:1]1([CH2:7][CH2:8][NH2:9])[CH:6]=[CH:5][CH:4]=[CH:3][CH:2]=1.[S:10]([OH:14])([OH:13])(=[O:12])=[O:11].CS[C:17](=[NH:19])[NH2:18], predict the reaction product. The product is: [S:10]([OH:14])([OH:13])(=[O:12])=[O:11].[C:1]1([CH2:7][CH2:8][NH:9][C:17]([NH2:19])=[NH:18])[CH:6]=[CH:5][CH:4]=[CH:3][CH:2]=1.[C:1]1([CH2:7][CH2:8][NH:9][C:17]([NH2:19])=[NH:18])[CH:6]=[CH:5][CH:4]=[CH:3][CH:2]=1. (2) Given the reactants [Cl:1][C:2]1[C:7]([N+:8]([O-:10])=[O:9])=[C:6]([NH2:11])[CH:5]=[C:4]([Cl:12])[N:3]=1.[CH3:13][C:14]([O:17][C:18](O[C:18]([O:17][C:14]([CH3:16])([CH3:15])[CH3:13])=[O:19])=[O:19])([CH3:16])[CH3:15].C[Si]([N-][Si](C)(C)C)(C)C.[Na+], predict the reaction product. The product is: [Cl:1][C:2]1[C:7]([N+:8]([O-:10])=[O:9])=[C:6]([NH:11][C:18](=[O:19])[O:17][C:14]([CH3:16])([CH3:15])[CH3:13])[CH:5]=[C:4]([Cl:12])[N:3]=1. (3) Given the reactants [Br:1][C:2]1[CH:7]=[CH:6][C:5]([C:8]2[C:9]3[CH:16]=[CH:15][C:14]([OH:17])=[CH:13][C:10]=3[S:11][CH:12]=2)=[CH:4][CH:3]=1.[Br:18][CH2:19][CH2:20][CH2:21]Br, predict the reaction product. The product is: [Br:1][C:2]1[CH:7]=[CH:6][C:5]([C:8]2[C:9]3[CH:16]=[CH:15][C:14]([O:17][CH2:21][CH2:20][CH2:19][Br:18])=[CH:13][C:10]=3[S:11][CH:12]=2)=[CH:4][CH:3]=1. (4) Given the reactants [Br:1][C:2]1[CH:8]=[CH:7][C:5]([NH2:6])=[C:4]([CH2:9][CH3:10])[CH:3]=1.C(N(C(C)C)CC)(C)C.Cl[CH2:21][CH2:22][N:23]([CH2:34][CH2:35]Cl)[S:24]([C:27]1[CH:32]=[CH:31][C:30]([CH3:33])=[CH:29][CH:28]=1)(=[O:26])=[O:25], predict the reaction product. The product is: [Br:1][C:2]1[CH:8]=[CH:7][C:5]([N:6]2[CH2:35][CH2:34][N:23]([S:24]([C:27]3[CH:28]=[CH:29][C:30]([CH3:33])=[CH:31][CH:32]=3)(=[O:26])=[O:25])[CH2:22][CH2:21]2)=[C:4]([CH2:9][CH3:10])[CH:3]=1. (5) Given the reactants [F:1][C:2]([F:7])([F:6])[C:3]([OH:5])=[O:4].[Cl:8][C:9]1[CH:14]=[CH:13][C:12]([CH2:15][NH:16][C:17]([C:19]2[NH:20][C:21]3[C:26]([CH:27]=2)=[CH:25][C:24]([NH:28]C(=O)OC(C)(C)C)=[CH:23][CH:22]=3)=[O:18])=[C:11]([F:36])[C:10]=1[O:37][C:38]1[CH:43]=[C:42]([C:44]#[N:45])[CH:41]=[C:40]([Cl:46])[CH:39]=1, predict the reaction product. The product is: [F:1][C:2]([F:7])([F:6])[C:3]([OH:5])=[O:4].[NH2:28][C:24]1[CH:25]=[C:26]2[C:21](=[CH:22][CH:23]=1)[NH:20][C:19]([C:17]([NH:16][CH2:15][C:12]1[CH:13]=[CH:14][C:9]([Cl:8])=[C:10]([O:37][C:38]3[CH:43]=[C:42]([C:44]#[N:45])[CH:41]=[C:40]([Cl:46])[CH:39]=3)[C:11]=1[F:36])=[O:18])=[CH:27]2. (6) Given the reactants [C:1]([O:5][C:6]([N:8]1[CH2:13][CH2:12][N:11]2[C:14]([CH:17]3[CH2:19][CH2:18]3)=[N:15][CH:16]=[C:10]2[CH:9]1[CH2:20][CH2:21][C:22]1[CH:27]=[CH:26][C:25]([F:28])=[C:24]([C:29]([F:32])([F:31])[F:30])[CH:23]=1)=[O:7])([CH3:4])([CH3:3])[CH3:2].C1C(=O)N([Cl:40])C(=O)C1, predict the reaction product. The product is: [C:1]([O:5][C:6]([N:8]1[CH2:13][CH2:12][N:11]2[C:14]([CH:17]3[CH2:19][CH2:18]3)=[N:15][C:16]([Cl:40])=[C:10]2[CH:9]1[CH2:20][CH2:21][C:22]1[CH:27]=[CH:26][C:25]([F:28])=[C:24]([C:29]([F:30])([F:31])[F:32])[CH:23]=1)=[O:7])([CH3:4])([CH3:2])[CH3:3]. (7) Given the reactants [Br:1][C:2]1[CH:10]=[C:9]2[C:5]([C:6]([CH3:15])([CH2:12][CH:13]=[CH2:14])[C:7](=[O:11])[NH:8]2)=[CH:4][CH:3]=1.B1C2CCCC1CCC2.[OH:25]O.[OH-].[Na+], predict the reaction product. The product is: [Br:1][C:2]1[CH:10]=[C:9]2[C:5]([C:6]([CH2:12][CH2:13][CH2:14][OH:25])([CH3:15])[C:7](=[O:11])[NH:8]2)=[CH:4][CH:3]=1. (8) Given the reactants [N:1]1[CH:6]=[CH:5][CH:4]=[CH:3][C:2]=1[C:7]1[CH:12]=[CH:11][C:10]([C:13](=[O:15])[CH3:14])=[CH:9][CH:8]=1.[C:16](OCC)(=[O:22])[C:17]([O:19][CH2:20][CH3:21])=[O:18], predict the reaction product. The product is: [CH2:20]([O:19][C:17](=[O:18])[C:16]([OH:22])=[CH:14][C:13](=[O:15])[C:10]1[CH:11]=[CH:12][C:7]([C:2]2[CH:3]=[CH:4][CH:5]=[CH:6][N:1]=2)=[CH:8][CH:9]=1)[CH3:21].